The task is: Predict the reactants needed to synthesize the given product.. This data is from Full USPTO retrosynthesis dataset with 1.9M reactions from patents (1976-2016). (1) Given the product [F:8][C:6]1[CH:5]=[C:4]([CH2:9][C:10]([NH:12][C@H:13]([C:15]([NH:18][CH:19]2[C:28]3[C:23](=[CH:24][CH:25]=[C:26]([C:2]4[CH:3]=[CH:4][CH:5]=[CH:6][CH:7]=4)[CH:27]=3)[CH2:22][NH:21][C:20]2=[O:35])=[O:17])[CH3:14])=[O:11])[CH:3]=[C:2]([F:1])[CH:7]=1, predict the reactants needed to synthesize it. The reactants are: [F:1][C:2]1[CH:3]=[C:4]([CH2:9][C:10]([NH:12][C@H:13]([C:15]([OH:17])=O)[CH3:14])=[O:11])[CH:5]=[C:6]([F:8])[CH:7]=1.[NH2:18][CH:19]1[C:28]2[C:23](=[CH:24][CH:25]=[CH:26][CH:27]=2)[CH:22](C2C=NC=CC=2)[NH:21][C:20]1=[O:35]. (2) Given the product [Cl:1][CH2:2][C:3]1[S:4][CH:5]=[C:6]([C:8]([O:10][CH3:11])=[O:9])[N:7]=1, predict the reactants needed to synthesize it. The reactants are: [Cl:1][CH:2](Cl)[C:3]1[S:4][CH2:5][CH:6]([C:8]([O:10][CH3:11])=[O:9])[N:7]=1.C[O-].[Na+]. (3) Given the product [C:35]([N:32]1[CH2:33][CH2:34][N:29]([C:26]2[CH:27]=[CH:28][C:23]([C:2]3[CH:3]=[C:4]4[C:8](=[CH:9][C:10]=3[Cl:11])[NH:7][N:6]=[C:5]4[C:12]([OH:14])=[O:13])=[CH:24][CH:25]=2)[CH2:30][CH2:31]1)(=[O:37])[CH3:36], predict the reactants needed to synthesize it. The reactants are: Br[C:2]1[CH:3]=[C:4]2[C:8](=[CH:9][C:10]=1[Cl:11])[NH:7][N:6]=[C:5]2[C:12]([OH:14])=[O:13].CC1(C)C(C)(C)OB([C:23]2[CH:28]=[CH:27][C:26]([N:29]3[CH2:34][CH2:33][N:32]([C:35](=[O:37])[CH3:36])[CH2:31][CH2:30]3)=[CH:25][CH:24]=2)O1.C(=O)([O-])[O-].[K+].[K+].Cl. (4) Given the product [CH3:26][O:25][C:22]1[CH:23]=[CH:24][C:19]([C@H:18]2[CH2:10][C:8](=[O:9])[C:3]3[C:2](=[CH:7][CH:6]=[CH:5][CH:4]=3)[O:1]2)=[CH:20][CH:21]=1, predict the reactants needed to synthesize it. The reactants are: [OH:1][C:2]1[CH:7]=[CH:6][CH:5]=[CH:4][C:3]=1[C:8](/[C:10](=[CH:18]\[C:19]1[CH:24]=[CH:23][C:22]([O:25][CH3:26])=[CH:21][CH:20]=1)/C(OC(C)(C)C)=O)=[O:9]. (5) Given the product [Cl:12][C:8]1[C:7]2[S:22][C:4]([C:3]3[C:2]([Cl:1])=[CH:18][CH:17]=[CH:16][C:15]=3[Cl:19])=[N:5][C:6]=2[CH:11]=[CH:10][N:9]=1, predict the reactants needed to synthesize it. The reactants are: [Cl:1][C:2]1[CH:18]=[CH:17][CH:16]=[C:15]([Cl:19])[C:3]=1[C:4](Cl)=[N:5][C:6]1[CH:11]=[CH:10][N:9]=[C:8]([Cl:12])[C:7]=1F.NC(N)=[S:22].N1C=CC=CC=1.C(N(CC)CC)C. (6) Given the product [NH2:7][C:8]1[CH:13]=[C:12]([O:14][C:15]2[C:16]([Cl:37])=[CH:17][C:18]([NH:22][C:23]([N:25]3[CH2:29][CH2:28][N:27]([CH:30]4[CH2:31][CH2:32][O:33][CH2:34][CH2:35]4)[C:26]3=[O:36])=[O:24])=[C:19]([F:21])[CH:20]=2)[CH:11]=[CH:10][N:9]=1, predict the reactants needed to synthesize it. The reactants are: C(OC(=O)[NH:7][C:8]1[CH:13]=[C:12]([O:14][C:15]2[CH:20]=[C:19]([F:21])[C:18]([NH:22][C:23]([N:25]3[CH2:29][CH2:28][N:27]([CH:30]4[CH2:35][CH2:34][O:33][CH2:32][CH2:31]4)[C:26]3=[O:36])=[O:24])=[CH:17][C:16]=2[Cl:37])[CH:11]=[CH:10][N:9]=1)(C)(C)C. (7) Given the product [NH2:1][C:2]1[N:3]=[C:4]([CH3:26])[C:5]2[CH:19]=[CH:20][C:21](=[O:22])[N:8]([C@H:9]3[CH2:14][CH2:13][C@@H:12]([O:15][CH2:16][CH2:17][OH:18])[CH2:11][CH2:10]3)[C:6]=2[N:7]=1, predict the reactants needed to synthesize it. The reactants are: [NH2:1][C:2]1[N:7]=[C:6]([NH:8][C@H:9]2[CH2:14][CH2:13][C@@H:12]([O:15][CH2:16][CH2:17][OH:18])[CH2:11][CH2:10]2)[C:5](/[CH:19]=[CH:20]/[C:21](OCC)=[O:22])=[C:4]([CH3:26])[N:3]=1.C1(S)C=CC=CC=1.[Na].CCCCC=CCCCCC.C(N(C(C)C)CC)(C)C. (8) Given the product [Cl:19][C:14]1[CH:15]=[CH:16][CH:17]=[CH:18][C:13]=1[CH2:12][O:11][C:9](=[O:10])[NH:20][CH2:21][C:22]1[NH:23][C:24](=[O:32])[C:25]2[CH:31]=[CH:30][CH:29]=[N:28][C:26]=2[N:27]=1, predict the reactants needed to synthesize it. The reactants are: C(N(CC)CC)C.Cl[C:9]([O:11][CH2:12][C:13]1[CH:18]=[CH:17][CH:16]=[CH:15][C:14]=1[Cl:19])=[O:10].[NH2:20][CH2:21][C:22]1[NH:23][C:24](=[O:32])[C:25]2[CH:31]=[CH:30][CH:29]=[N:28][C:26]=2[N:27]=1.